From a dataset of Catalyst prediction with 721,799 reactions and 888 catalyst types from USPTO. Predict which catalyst facilitates the given reaction. (1) Reactant: [NH2:1][C@@H:2]1[CH2:6][CH2:5][C@@:4]([C:11]([N:13]2[CH2:18][C@@H:17]3[CH2:19][C@H:14]2[CH2:15][N:16]3[C:20]([O:22][C:23]([CH3:26])([CH3:25])[CH3:24])=[O:21])=[O:12])([CH2:7][CH:8]([F:10])[F:9])[CH2:3]1.C(O[BH-](OC(=O)C)OC(=O)C)(=O)C.[Na+].[CH3:41][O:42][C@H:43]1[C:48](=O)[CH2:47][CH2:46][O:45][CH2:44]1.[OH-].[Na+]. The catalyst class is: 46. Product: [C:23]([O:22][C:20]([N:16]1[CH2:15][C@@H:14]2[CH2:19][C@H:17]1[CH2:18][N:13]2[C:11]([C@@:4]1([CH2:7][CH:8]([F:9])[F:10])[CH2:5][CH2:6][C@@H:2]([NH:1][C@@H:48]2[C@H:43]([O:42][CH3:41])[CH2:44][O:45][CH2:46][CH2:47]2)[CH2:3]1)=[O:12])=[O:21])([CH3:26])([CH3:25])[CH3:24]. (2) Reactant: [O:1]=[C:2]1[C:10]2[C:5](=[CH:6][CH:7]=[CH:8][CH:9]=2)[C:4](=[O:11])[N:3]1[CH2:12][CH2:13][C:14]1[CH:19]=[CH:18][C:17](/[CH:20]=[CH:21]/[C:22]2[N:23]=[C:24]([NH:27][C:28](=[O:30])[CH3:29])[S:25][CH:26]=2)=[CH:16][CH:15]=1.CN(C)C=O.CO. Product: [O:11]=[C:4]1[C:5]2[C:10](=[CH:9][CH:8]=[CH:7][CH:6]=2)[C:2](=[O:1])[N:3]1[CH2:12][CH2:13][C:14]1[CH:19]=[CH:18][C:17]([CH2:20][CH2:21][C:22]2[N:23]=[C:24]([NH:27][C:28](=[O:30])[CH3:29])[S:25][CH:26]=2)=[CH:16][CH:15]=1. The catalyst class is: 331. (3) Reactant: [CH3:1][N:2]1[C:7](=[O:8])[C:6]([NH:9][C:10]2[CH:15]=[CH:14][C:13]([N:16]3[CH2:21][CH2:20][N:19]([CH:22]4[CH2:25][O:24][CH2:23]4)[CH2:18][CH2:17]3)=[CH:12][N:11]=2)=[CH:5][C:4]([C:26]2[CH:31]=[CH:30][N:29]=[C:28]([N:32]3[C:44](=[O:45])[C:43]4[S:42][C:41]5[CH2:40][CH2:39][CH2:38][CH2:37][C:36]=5[C:35]=4[CH:34]=[N:33]3)[C:27]=2[CH:46]=[O:47])=[CH:3]1.[BH4-].[Na+]. Product: [OH:47][CH2:46][C:27]1[C:28]([N:32]2[C:44](=[O:45])[C:43]3[S:42][C:41]4[CH2:40][CH2:39][CH2:38][CH2:37][C:36]=4[C:35]=3[CH:34]=[N:33]2)=[N:29][CH:30]=[CH:31][C:26]=1[C:4]1[CH:5]=[C:6]([NH:9][C:10]2[CH:15]=[CH:14][C:13]([N:16]3[CH2:17][CH2:18][N:19]([CH:22]4[CH2:25][O:24][CH2:23]4)[CH2:20][CH2:21]3)=[CH:12][N:11]=2)[C:7](=[O:8])[N:2]([CH3:1])[CH:3]=1. The catalyst class is: 5. (4) Reactant: Br[C:2]1[CH:3]=[CH:4][C:5]([CH2:8][CH3:9])=[N:6][CH:7]=1.[Br:10]N1C(=O)CCC1=O.N(C(C)(C)[C:26]#[N:27])=NC(C)(C)C#N. Product: [Br:10][CH:8]([C:5]1[CH:4]=[CH:3][C:2]([C:26]#[N:27])=[CH:7][N:6]=1)[CH3:9]. The catalyst class is: 22. (5) Reactant: [CH2:1]([CH:3]([C:6]1[C:7]2[N:8]([C:13]([C:17]3[S:21][CH:20]=[N:19][C:18]=3[C:22]([F:25])([F:24])[F:23])=[C:14]([CH3:16])[N:15]=2)[N:9]=[C:10]([CH3:12])[CH:11]=1)[CH2:4][CH3:5])[CH3:2].[Li]CCCC.C(Br)(Br)(Br)[Br:32]. Product: [Br:32][C:20]1[S:21][C:17]([C:13]2[N:8]3[N:9]=[C:10]([CH3:12])[CH:11]=[C:6]([CH:3]([CH2:4][CH3:5])[CH2:1][CH3:2])[C:7]3=[N:15][C:14]=2[CH3:16])=[C:18]([C:22]([F:23])([F:24])[F:25])[N:19]=1. The catalyst class is: 1. (6) Reactant: [H-].[Na+].[Cl:3][C:4]1[N:9]=[C:8]([CH3:10])[C:7]([CH2:11][OH:12])=[CH:6][CH:5]=1.Br[CH2:14][C:15]([O:17][CH2:18][CH3:19])=[O:16]. Product: [CH2:18]([O:17][C:15](=[O:16])[CH2:14][O:12][CH2:11][C:7]1[C:8]([CH3:10])=[N:9][C:4]([Cl:3])=[CH:5][CH:6]=1)[CH3:19]. The catalyst class is: 30. (7) Reactant: [CH3:1][O:2][CH2:3][C:4]1[CH:5]=[CH:6][C:7]([O:12][CH2:13][C:14]([F:17])([F:16])[F:15])=[C:8]([CH:11]=1)[C:9]#[N:10].[H-].[H-].[H-].[H-].[Li+].[Al+3]. Product: [CH3:1][O:2][CH2:3][C:4]1[CH:5]=[CH:6][C:7]([O:12][CH2:13][C:14]([F:15])([F:16])[F:17])=[C:8]([CH2:9][NH2:10])[CH:11]=1. The catalyst class is: 1. (8) Reactant: [CH2:1]([O:8][C:9]1[C:13]([C:14](OCC)=[O:15])=[CH:12][N:11]([CH3:19])[N:10]=1)[C:2]1[CH:7]=[CH:6][CH:5]=[CH:4][CH:3]=1.[H-].[Li+].[Al+3].[H-].[H-].[H-].O.O.O.O.O.O.O.O.O.O.[O-]S([O-])(=O)=O.[Na+].[Na+]. Product: [CH2:1]([O:8][C:9]1[C:13]([CH2:14][OH:15])=[CH:12][N:11]([CH3:19])[N:10]=1)[C:2]1[CH:7]=[CH:6][CH:5]=[CH:4][CH:3]=1. The catalyst class is: 7.